Dataset: Peptide-MHC class II binding affinity with 134,281 pairs from IEDB. Task: Regression. Given a peptide amino acid sequence and an MHC pseudo amino acid sequence, predict their binding affinity value. This is MHC class II binding data. (1) The MHC is DRB1_0405 with pseudo-sequence DRB1_0405. The peptide sequence is GTKGEAKDVIPEGWK. The binding affinity (normalized) is 0. (2) The peptide sequence is FKGEQGPKGEP. The MHC is DRB1_0401 with pseudo-sequence DRB1_0401. The binding affinity (normalized) is 0.199.